The task is: Predict which catalyst facilitates the given reaction.. This data is from Catalyst prediction with 721,799 reactions and 888 catalyst types from USPTO. (1) Reactant: [CH:1]([O:3][CH2:4][CH3:5])=[CH2:2].[C:6]([CH:10]1[CH:15]([OH:16])[CH2:14][CH2:13][C:12]([CH3:18])([CH3:17])[CH2:11]1)([O:8][CH3:9])=[O:7]. Product: [C:6]([CH:10]1[CH2:11][C:12]([CH3:18])([CH3:17])[CH2:13][CH2:14][CH:15]1[O:16][CH:1]([CH3:2])[O:3][CH2:4][CH3:5])([O:8][CH3:9])=[O:7]. The catalyst class is: 28. (2) Reactant: [O:1]1[CH2:6][CH2:5][CH:4]([CH2:7][CH2:8][OH:9])[CH2:3][CH2:2]1.[C:10]1([CH3:20])[CH:15]=[CH:14][C:13]([S:16](Cl)(=[O:18])=[O:17])=[CH:12][CH:11]=1. Product: [O:1]1[CH2:6][CH2:5][CH:4]([CH2:7][CH2:8][O:9][S:16]([C:13]2[CH:14]=[CH:15][C:10]([CH3:20])=[CH:11][CH:12]=2)(=[O:18])=[O:17])[CH2:3][CH2:2]1. The catalyst class is: 17.